Task: Predict the reactants needed to synthesize the given product.. Dataset: Retrosynthesis with 50K atom-mapped reactions and 10 reaction types from USPTO (1) Given the product O=[N+]([O-])c1ccc(N2CCOCC2)nc1, predict the reactants needed to synthesize it. The reactants are: C1COCCN1.O=[N+]([O-])c1ccc(Br)nc1. (2) Given the product C[Si](C)(C)C#Cc1ccc(O)c(C(=O)Nc2cc(C(F)(F)F)cc(C(F)(F)F)c2)c1, predict the reactants needed to synthesize it. The reactants are: C#C[Si](C)(C)C.O=C(Nc1cc(C(F)(F)F)cc(C(F)(F)F)c1)c1cc(I)ccc1O. (3) Given the product COC(=O)c1ccc(CC(=O)c2ccc3c(c2)C(C)(C)CCC3(C)C)cc1, predict the reactants needed to synthesize it. The reactants are: CC1(C)CCC(C)(C)c2cc(C(=O)Cl)ccc21.COC(=O)c1ccc(CBr)cc1. (4) Given the product CC(C)(C)OC(=O)Nc1cc(N2CCOCC2)c(C(F)(F)F)cc1NC(=O)CC(=O)c1cccc(-n2cnnc2)c1, predict the reactants needed to synthesize it. The reactants are: CC(C)(C)OC(=O)Nc1cc(N2CCOCC2)c(C(F)(F)F)cc1N.CCOC(=O)CC(=O)c1cccc(-n2cnnc2)c1. (5) The reactants are: CC(C)OC(=O)N1CCC(Oc2ccnc(Cl)c2)CC1.CS(=O)(=O)c1ccc(N)c(F)c1. Given the product CC(C)OC(=O)N1CCC(Oc2ccnc(Nc3ccc(S(C)(=O)=O)cc3F)c2)CC1, predict the reactants needed to synthesize it. (6) Given the product Cc1cnn(C(=O)OC(C)(C)C)c1, predict the reactants needed to synthesize it. The reactants are: CC(C)(C)OC(=O)OC(=O)OC(C)(C)C.Cc1cn[nH]c1.